From a dataset of Catalyst prediction with 721,799 reactions and 888 catalyst types from USPTO. Predict which catalyst facilitates the given reaction. (1) Reactant: [Cl:1][C:2]1[CH:3]=[C:4]2[N:18](CO)[C:17]([O:21][C@H:22]3[C@H:26]4[O:27][CH2:28][C@@H:29]([OH:30])[C@H:25]4[O:24][CH2:23]3)=[CH:16][C:5]2=[N:6][C:7]=1[C:8]#[C:9][C:10]1[CH:15]=[CH:14][CH:13]=[CH:12][CH:11]=1.C(N)CN. Product: [Cl:1][C:2]1[CH:3]=[C:4]2[NH:18][C:17]([O:21][C@H:22]3[C@H:26]4[O:27][CH2:28][C@@H:29]([OH:30])[C@H:25]4[O:24][CH2:23]3)=[CH:16][C:5]2=[N:6][C:7]=1[C:8]#[C:9][C:10]1[CH:11]=[CH:12][CH:13]=[CH:14][CH:15]=1. The catalyst class is: 3. (2) Reactant: [CH2:1]([O:3][C:4]([C:6]1[C:7]([CH3:22])=[C:8]([C:15]([O:17][C:18]([CH3:21])([CH3:20])[CH3:19])=[O:16])[NH:9][C:10]=1[CH2:11][CH2:12][CH2:13][OH:14])=[O:5])[CH3:2].C(N(CC)CC)C.[CH3:30][S:31](Cl)(=[O:33])=[O:32]. Product: [CH2:1]([O:3][C:4]([C:6]1[C:7]([CH3:22])=[C:8]([C:15]([O:17][C:18]([CH3:21])([CH3:20])[CH3:19])=[O:16])[NH:9][C:10]=1[CH2:11][CH2:12][CH2:13][O:14][S:31]([CH3:30])(=[O:33])=[O:32])=[O:5])[CH3:2]. The catalyst class is: 4. (3) Reactant: Cl.[Cl:2][C:3]1[CH:4]=[C:5]2[C:10](=[CH:11][CH:12]=1)[CH:9]=[C:8]([S:13]([N:16]1[CH2:21][CH2:20][N:19]([C:22]([C:24]3[S:32][C:31]4[CH2:30][CH2:29][NH:28][CH2:27][C:26]=4[CH:25]=3)=[O:23])[CH2:18][CH2:17]1)(=[O:15])=[O:14])[CH:7]=[CH:6]2.[CH2:33]([N:35](CC)[CH2:36][CH3:37])[CH3:34].COC1NCCC=1. Product: [ClH:2].[Cl:2][C:3]1[CH:4]=[C:5]2[C:10](=[CH:11][CH:12]=1)[CH:9]=[C:8]([S:13]([N:16]1[CH2:17][CH2:18][N:19]([C:22]([C:24]3[S:32][C:31]4[CH2:30][CH2:29][N:28]([C:36]5[CH2:37][CH2:34][CH2:33][N:35]=5)[CH2:27][C:26]=4[CH:25]=3)=[O:23])[CH2:20][CH2:21]1)(=[O:15])=[O:14])[CH:7]=[CH:6]2. The catalyst class is: 9. (4) Reactant: [NH2:1][C@H:2]([C:4]1[CH:9]=[CH:8][C:7]([NH:10][C:11](=[O:19])[C:12]2[CH:17]=[CH:16][C:15]([Cl:18])=[N:14][CH:13]=2)=[CH:6][CH:5]=1)[CH3:3].[Cl:20][C:21]1[N:30]=[C:29](Cl)[C:28]2[C:23](=[CH:24][C:25]([CH3:32])=[CH:26][CH:27]=2)[N:22]=1. Product: [Cl:18][C:15]1[CH:16]=[CH:17][C:12]([C:11]([NH:10][C:7]2[CH:6]=[CH:5][C:4]([C@@H:2]([NH:1][C:29]3[C:28]4[C:23](=[CH:24][C:25]([CH3:32])=[CH:26][CH:27]=4)[N:22]=[C:21]([Cl:20])[N:30]=3)[CH3:3])=[CH:9][CH:8]=2)=[O:19])=[CH:13][N:14]=1. The catalyst class is: 338. (5) Reactant: [Cl:1][C:2]1[CH:3]=[C:4]([N:9]2C(=O)[O:12][N:11]=[C:10]2[C:15]2[C:19]([CH2:20][O:21][C:22]3[CH:27]=[CH:26][CH:25]=[CH:24][CH:23]=3)=[N:18][O:17][N:16]=2)[CH:5]=[CH:6][C:7]=1[F:8].CCO.[OH-].[Na+].C(O)(=O)C. Product: [Cl:1][C:2]1[CH:3]=[C:4]([NH:9][C:10]([C:15]2[C:19]([CH2:20][O:21][C:22]3[CH:27]=[CH:26][CH:25]=[CH:24][CH:23]=3)=[N:18][O:17][N:16]=2)=[N:11][OH:12])[CH:5]=[CH:6][C:7]=1[F:8]. The catalyst class is: 6. (6) Reactant: [C:1]([O:5][C:6]([N:8]1[CH2:13][CH2:12][C@H:11]([OH:14])[CH2:10][C@@H:9]1[CH3:15])=[O:7])([CH3:4])([CH3:3])[CH3:2].[H-].[Na+].[Br:18][C:19]1[CH:24]=[CH:23][CH:22]=[C:21](F)[CH:20]=1. The catalyst class is: 3. Product: [C:1]([O:5][C:6]([N:8]1[CH2:13][CH2:12][C@H:11]([O:14][C:21]2[CH:22]=[CH:23][CH:24]=[C:19]([Br:18])[CH:20]=2)[CH2:10][C@@H:9]1[CH3:15])=[O:7])([CH3:4])([CH3:2])[CH3:3]. (7) Reactant: [CH2:1]([O:8][C:9]1[CH:18]=[C:17]2[C:12]([CH2:13][CH2:14][CH2:15][C:16]2=[N:19][OH:20])=[CH:11][CH:10]=1)[C:2]1[CH:7]=[CH:6][CH:5]=[CH:4][CH:3]=1.[C:21]1([CH3:31])[CH:26]=[CH:25][C:24]([S:27](Cl)(=[O:29])=[O:28])=[CH:23][CH:22]=1.N1C=CC=CC=1. Product: [CH3:31][C:21]1[CH:26]=[CH:25][C:24]([S:27]([O:20][N:19]=[C:16]2[C:17]3[C:12](=[CH:11][CH:10]=[C:9]([O:8][CH2:1][C:2]4[CH:3]=[CH:4][CH:5]=[CH:6][CH:7]=4)[CH:18]=3)[CH2:13][CH2:14][CH2:15]2)(=[O:29])=[O:28])=[CH:23][CH:22]=1. The catalyst class is: 2. (8) Reactant: [CH2:1]([NH:7][C:8]1[CH:17]=[CH:16][C:11]2[N:12]=[C:13]([SH:15])[S:14][C:10]=2[CH:9]=1)[CH2:2][CH2:3][CH2:4][CH2:5][CH3:6].[CH3:18][O:19][C:20]1[CH:21]=[C:22]([N:28]=[C:29]=[O:30])[CH:23]=[C:24]([O:26][CH3:27])[CH:25]=1. Product: [CH3:27][O:26][C:24]1[CH:23]=[C:22]([NH:28][C:29](=[O:30])[N:7]([CH2:1][CH2:2][CH2:3][CH2:4][CH2:5][CH3:6])[C:8]2[CH:17]=[CH:16][C:11]3[N:12]=[C:13]([SH:15])[S:14][C:10]=3[CH:9]=2)[CH:21]=[C:20]([O:19][CH3:18])[CH:25]=1. The catalyst class is: 4.